Dataset: Merck oncology drug combination screen with 23,052 pairs across 39 cell lines. Task: Regression. Given two drug SMILES strings and cell line genomic features, predict the synergy score measuring deviation from expected non-interaction effect. (1) Drug 1: CC(=O)OC1C(=O)C2(C)C(O)CC3OCC3(OC(C)=O)C2C(OC(=O)c2ccccc2)C2(O)CC(OC(=O)C(O)C(NC(=O)c3ccccc3)c3ccccc3)C(C)=C1C2(C)C. Drug 2: NC(=O)c1cccc2cn(-c3ccc(C4CCCNC4)cc3)nc12. Cell line: UACC62. Synergy scores: synergy=-18.7. (2) Drug 1: CN1C(=O)C=CC2(C)C3CCC4(C)C(NC(=O)OCC(F)(F)F)CCC4C3CCC12. Drug 2: CNC(=O)c1cc(Oc2ccc(NC(=O)Nc3ccc(Cl)c(C(F)(F)F)c3)cc2)ccn1. Cell line: NCIH2122. Synergy scores: synergy=3.47. (3) Drug 1: N#Cc1ccc(Cn2cncc2CN2CCN(c3cccc(Cl)c3)C(=O)C2)cc1. Drug 2: CCc1c2c(nc3ccc(O)cc13)-c1cc3c(c(=O)n1C2)COC(=O)C3(O)CC. Cell line: OCUBM. Synergy scores: synergy=31.9. (4) Synergy scores: synergy=4.33. Drug 1: Nc1ccn(C2OC(CO)C(O)C2(F)F)c(=O)n1. Drug 2: Cn1nnc2c(C(N)=O)ncn2c1=O. Cell line: UWB1289BRCA1. (5) Drug 1: N.N.O=C(O)C1(C(=O)O)CCC1.[Pt]. Drug 2: NC1(c2ccc(-c3nc4ccn5c(=O)[nH]nc5c4cc3-c3ccccc3)cc2)CCC1. Cell line: RPMI7951. Synergy scores: synergy=1.45. (6) Synergy scores: synergy=-11.0. Drug 1: CS(=O)(=O)CCNCc1ccc(-c2ccc3ncnc(Nc4ccc(OCc5cccc(F)c5)c(Cl)c4)c3c2)o1. Cell line: SKMES1. Drug 2: CC(C)CC(NC(=O)C(Cc1ccccc1)NC(=O)c1cnccn1)B(O)O. (7) Drug 1: O=c1[nH]cc(F)c(=O)[nH]1. Drug 2: CC1(c2nc3c(C(N)=O)cccc3[nH]2)CCCN1. Cell line: EFM192B. Synergy scores: synergy=-5.09.